Dataset: Catalyst prediction with 721,799 reactions and 888 catalyst types from USPTO. Task: Predict which catalyst facilitates the given reaction. (1) Reactant: [CH3:1][C@@:2]1([CH2:9][S:10](Cl)(=[O:12])=[O:11])[C:6](=[O:7])[NH:5][C:4](=[O:8])[NH:3]1.C(OC(C)=O)(C)C.[Cl:21][C:22]1[CH:23]=[CH:24][C:25]([O:28][CH:29]2[CH2:34][CH2:33][NH:32][CH2:31][CH2:30]2)=[N:26][CH:27]=1. Product: [Cl:21][C:22]1[CH:23]=[CH:24][C:25]([O:28][CH:29]2[CH2:34][CH2:33][N:32]([S:10]([CH2:9][C@@:2]3([CH3:1])[NH:3][C:4](=[O:8])[NH:5][C:6]3=[O:7])(=[O:12])=[O:11])[CH2:31][CH2:30]2)=[N:26][CH:27]=1. The catalyst class is: 1. (2) Reactant: [H-].[Al+3].[Li+].[H-].[H-].[H-].[Cl-].[Al+3].[Cl-].[Cl-].[CH3:11][C:12]1[CH:13]=[C:14]([CH:18]([C:20]2[CH:25]=[CH:24][C:23]([C:26]#[N:27])=[CH:22][CH:21]=2)O)[S:15][C:16]=1[CH3:17].N. Product: [CH3:11][C:12]1[CH:13]=[C:14]([CH2:18][C:20]2[CH:25]=[CH:24][C:23]([CH2:26][NH2:27])=[CH:22][CH:21]=2)[S:15][C:16]=1[CH3:17]. The catalyst class is: 7. (3) Reactant: [Cl:1][C:2]1[CH:7]=[CH:6][C:5]([C@@:8]2([OH:30])[CH2:13][CH2:12][N:11]([C:14]([C@H:16]3[CH2:19][CH2:18][C@H:17]3[NH:20]C(=O)OC(C)(C)C)=[O:15])[CH2:10][C:9]2([CH3:29])[CH3:28])=[CH:4][CH:3]=1.O1CCOCC1. Product: [ClH:1].[NH2:20][C@H:17]1[CH2:18][CH2:19][C@H:16]1[C:14]([N:11]1[CH2:12][CH2:13][C@@:8]([C:5]2[CH:4]=[CH:3][C:2]([Cl:1])=[CH:7][CH:6]=2)([OH:30])[C:9]([CH3:29])([CH3:28])[CH2:10]1)=[O:15]. The catalyst class is: 33. (4) Reactant: Cl.[Cl:2][C:3]1[CH:21]=[CH:20][C:6]([CH:7]([O:15][CH:16]2[CH2:19][NH:18][CH2:17]2)[C:8]2[CH:13]=[CH:12][C:11]([Cl:14])=[CH:10][CH:9]=2)=[CH:5][CH:4]=1.[C:22]1([N:28]=[C:29]=[O:30])[CH:27]=[CH:26][CH:25]=[CH:24][CH:23]=1.C(N(CC)CC)C. Product: [Cl:2][C:3]1[CH:21]=[CH:20][C:6]([CH:7]([O:15][CH:16]2[CH2:19][N:18]([C:29]([NH:28][C:22]3[CH:27]=[CH:26][CH:25]=[CH:24][CH:23]=3)=[O:30])[CH2:17]2)[C:8]2[CH:9]=[CH:10][C:11]([Cl:14])=[CH:12][CH:13]=2)=[CH:5][CH:4]=1. The catalyst class is: 4. (5) The catalyst class is: 2. Product: [F:13][C:2]([F:1])([F:12])[C:3]1[NH:11][C:6]2=[N+:7]([O-:19])[CH:8]=[CH:9][CH:10]=[C:5]2[CH:4]=1. Reactant: [F:1][C:2]([F:13])([F:12])[C:3]1[NH:11][C:6]2=[N:7][CH:8]=[CH:9][CH:10]=[C:5]2[CH:4]=1.ClC1C=C(C=CC=1)C(OO)=[O:19].C([O-])(O)=O.[Na+]. (6) Reactant: Cl[S:2]([N:5]=[C:6]=[O:7])(=[O:4])=[O:3].[Cl:8][C:9]([Cl:13])([Cl:12])[CH2:10][OH:11].[CH3:14][O:15][CH:16]([O:19][CH3:20])[CH2:17][NH2:18].C(N(CC)CC)C.Cl. Product: [CH3:14][O:15][CH:16]([O:19][CH3:20])[CH2:17][NH:18][S:2]([NH:5][C:6](=[O:7])[O:11][CH2:10][C:9]([Cl:13])([Cl:12])[Cl:8])(=[O:4])=[O:3]. The catalyst class is: 4. (7) Reactant: C(OC([NH:8][CH:9]1[CH2:16][C@@H:15]2[N:17]([CH2:18][C:19]3[NH:24][C:23]([C:25]4[S:26][CH:27]=[CH:28][N:29]=4)=[N:22][C@@H:21]([C:30]4[CH:35]=[CH:34][C:33]([F:36])=[CH:32][C:31]=4[Cl:37])[C:20]=3[C:38]([O:40][CH3:41])=[O:39])[C@@H:11]([CH2:12][O:13][CH2:14]2)[CH2:10]1)=O)(C)(C)C.C(O)(C(F)(F)F)=O. Product: [NH2:8][CH:9]1[CH2:10][C@@H:11]2[N:17]([CH2:18][C:19]3[NH:24][C:23]([C:25]4[S:26][CH:27]=[CH:28][N:29]=4)=[N:22][C@@H:21]([C:30]4[CH:35]=[CH:34][C:33]([F:36])=[CH:32][C:31]=4[Cl:37])[C:20]=3[C:38]([O:40][CH3:41])=[O:39])[C@@H:15]([CH2:14][O:13][CH2:12]2)[CH2:16]1. The catalyst class is: 2. (8) Reactant: [NH2:1][C:2]1[CH:11]=[CH:10][C:5]([C:6]([O:8][CH3:9])=[O:7])=[CH:4][C:3]=1[OH:12].C(N(CC)CC)C.Cl[CH2:21][C:22](Cl)=[O:23].[H-].[Na+]. Product: [CH3:9][O:8][C:6]([C:5]1[CH:10]=[CH:11][C:2]2[NH:1][C:22](=[O:23])[CH2:21][O:12][C:3]=2[CH:4]=1)=[O:7]. The catalyst class is: 1. (9) Reactant: [F:1][C:2]1[CH:7]=[CH:6][C:5]([C:8]2[C:16]3[C:15]([O:17][CH2:18][CH2:19][CH2:20][O:21][C:22]4[CH:23]=[C:24]([CH:26]=[CH:27][CH:28]=4)[NH2:25])=[N:14][CH:13]=[N:12][C:11]=3[S:10][CH:9]=2)=[CH:4][CH:3]=1.C(N(C(C)C)CC)(C)C.[CH:38]1([C:41](Cl)=[O:42])[CH2:40][CH2:39]1. Product: [F:1][C:2]1[CH:7]=[CH:6][C:5]([C:8]2[C:16]3[C:15]([O:17][CH2:18][CH2:19][CH2:20][O:21][C:22]4[CH:23]=[C:24]([NH:25][C:41]([CH:38]5[CH2:40][CH2:39]5)=[O:42])[CH:26]=[CH:27][CH:28]=4)=[N:14][CH:13]=[N:12][C:11]=3[S:10][CH:9]=2)=[CH:4][CH:3]=1. The catalyst class is: 4.